The task is: Predict the reaction yield, written as a fraction of the theoretical maximum amount of product (1.0 means a 100% yield; for example, 0.34 means a 34% yield).. This data is from Reaction yield outcomes from USPTO patents with 853,638 reactions. (1) The reactants are [CH2:1]([NH:3][C:4](=[O:15])[NH:5][O:6][CH2:7][C:8]([O:10]C(C)(C)C)=[O:9])[CH3:2].Cl.O1CCOCC1. No catalyst specified. The product is [CH2:1]([NH:3][C:4](=[O:15])[NH:5][O:6][CH2:7][C:8]([OH:10])=[O:9])[CH3:2]. The yield is 1.00. (2) The reactants are [CH2:1]([N:8]1[CH2:13][CH2:12][CH:11]([NH:14][C:15]2[N:22]=[CH:21][CH:20]=[CH:19][C:16]=2[C:17]#N)[CH2:10][CH2:9]1)[C:2]1[CH:7]=[CH:6][CH:5]=[CH:4][CH:3]=1.[OH-:23].[K+].[OH2:25].Cl. The catalyst is C(O)(C)C.C(OC(=O)C)C. The product is [CH2:1]([N:8]1[CH2:13][CH2:12][CH:11]([NH:14][C:15]2[N:22]=[CH:21][CH:20]=[CH:19][C:16]=2[C:17]([OH:25])=[O:23])[CH2:10][CH2:9]1)[C:2]1[CH:7]=[CH:6][CH:5]=[CH:4][CH:3]=1. The yield is 0.881. (3) The reactants are [N+:1]([C:4]1[C:5](N)=[C:6]([Cl:13])[C:7]2[S:11][CH:10]=[N:9][C:8]=2[CH:12]=1)([O-:3])=[O:2].N(OS(=O)(=O)O)=O.O[PH2]=O.CCOC(C)=O. The catalyst is S(=O)(=O)(O)O. The product is [N+:1]([C:4]1[CH:5]=[C:6]([Cl:13])[C:7]2[S:11][CH:10]=[N:9][C:8]=2[CH:12]=1)([O-:3])=[O:2]. The yield is 0.620. (4) The reactants are [OH:1][N:2]1[CH2:7][CH2:6][CH2:5][CH2:4][CH2:3]1.[C:8]1([Mg]Cl)[CH:13]=[CH:12][CH:11]=[CH:10][CH:9]=1.[Cl-].[NH4+]. The catalyst is ClCCl.O=[Mn]=O. The product is [C:8]1([CH:3]2[CH2:4][CH2:5][CH2:6][CH2:7][N:2]2[OH:1])[CH:13]=[CH:12][CH:11]=[CH:10][CH:9]=1. The yield is 0.380. (5) The reactants are [C:1]([O:5][C:6](=[O:15])[N:7]([CH3:14])[CH:8]1[CH2:13][CH2:12][NH:11][CH2:10][CH2:9]1)([CH3:4])([CH3:3])[CH3:2].[CH:16](=O)[CH3:17].C(O[BH-](OC(=O)C)OC(=O)C)(=O)C.[Na+]. The catalyst is ClCCl. The product is [C:1]([O:5][C:6](=[O:15])[N:7]([CH:8]1[CH2:13][CH2:12][N:11]([CH2:16][CH3:17])[CH2:10][CH2:9]1)[CH3:14])([CH3:4])([CH3:3])[CH3:2]. The yield is 0.720. (6) The yield is 0.760. The product is [CH:1]([C:4]1[C:5]([O:15][CH2:16][CH2:17][CH2:18][C:19]2[C:20]([CH:34]([CH3:36])[CH3:35])=[N:21][N:22]([C:24]3[CH:29]=[CH:28][C:27]([C:30]([F:33])([F:32])[F:31])=[CH:26][N:25]=3)[CH:23]=2)=[C:6]([CH2:10][C:11]([OH:13])=[O:12])[CH:7]=[CH:8][CH:9]=1)([CH3:3])[CH3:2]. The catalyst is CO. The reactants are [CH:1]([C:4]1[C:5]([O:15][CH2:16][CH2:17][CH2:18][C:19]2[C:20]([CH:34]([CH3:36])[CH3:35])=[N:21][N:22]([C:24]3[CH:29]=[CH:28][C:27]([C:30]([F:33])([F:32])[F:31])=[CH:26][N:25]=3)[CH:23]=2)=[C:6]([CH2:10][C:11]([O:13]C)=[O:12])[CH:7]=[CH:8][CH:9]=1)([CH3:3])[CH3:2].[OH-].[Na+].O1CCCC1.Cl. (7) The reactants are [Br:1][C:2]1[CH:3]=[C:4]([OH:9])[C:5]([OH:8])=[N:6][CH:7]=1.[OH-].[Na+].[CH2:12](Br)[C:13]1[CH:18]=[CH:17][CH:16]=[CH:15][CH:14]=1. The catalyst is CO. The product is [CH2:12]([O:9][C:4]1[C:5]([OH:8])=[N:6][CH:7]=[C:2]([Br:1])[CH:3]=1)[C:13]1[CH:18]=[CH:17][CH:16]=[CH:15][CH:14]=1. The yield is 0.500.